This data is from Full USPTO retrosynthesis dataset with 1.9M reactions from patents (1976-2016). The task is: Predict the reactants needed to synthesize the given product. Given the product [CH3:33][C:32]1[C:27]([NH2:26])=[N:28][CH:29]=[C:30]([C:2]#[C:1][C:3]2[CH:4]=[N:5][N:6]3[C:11]([C:12]([F:14])([F:13])[F:15])=[CH:10][C:9]([C:16]4[CH:21]=[CH:20][C:19]([C:22]([F:25])([F:24])[F:23])=[CH:18][CH:17]=4)=[N:8][C:7]=23)[CH:31]=1, predict the reactants needed to synthesize it. The reactants are: [C:1]([C:3]1[CH:4]=[N:5][N:6]2[C:11]([C:12]([F:15])([F:14])[F:13])=[CH:10][C:9]([C:16]3[CH:21]=[CH:20][C:19]([C:22]([F:25])([F:24])[F:23])=[CH:18][CH:17]=3)=[N:8][C:7]=12)#[CH:2].[NH2:26][C:27]1[C:32]([CH3:33])=[CH:31][C:30](Br)=[CH:29][N:28]=1.